This data is from NCI-60 drug combinations with 297,098 pairs across 59 cell lines. The task is: Regression. Given two drug SMILES strings and cell line genomic features, predict the synergy score measuring deviation from expected non-interaction effect. (1) Drug 1: C1=NC(=NC(=O)N1C2C(C(C(O2)CO)O)O)N. Drug 2: B(C(CC(C)C)NC(=O)C(CC1=CC=CC=C1)NC(=O)C2=NC=CN=C2)(O)O. Cell line: ACHN. Synergy scores: CSS=65.8, Synergy_ZIP=0.991, Synergy_Bliss=1.45, Synergy_Loewe=-13.3, Synergy_HSA=0.282. (2) Drug 1: C1=CC(=C2C(=C1NCCNCCO)C(=O)C3=C(C=CC(=C3C2=O)O)O)NCCNCCO. Drug 2: C1C(C(OC1N2C=NC(=NC2=O)N)CO)O. Cell line: HS 578T. Synergy scores: CSS=21.9, Synergy_ZIP=-1.69, Synergy_Bliss=-4.62, Synergy_Loewe=-18.5, Synergy_HSA=-3.41. (3) Drug 1: C1CC(=O)NC(=O)C1N2CC3=C(C2=O)C=CC=C3N. Drug 2: CC1CCCC2(C(O2)CC(NC(=O)CC(C(C(=O)C(C1O)C)(C)C)O)C(=CC3=CSC(=N3)C)C)C. Cell line: HCT116. Synergy scores: CSS=9.44, Synergy_ZIP=-2.78, Synergy_Bliss=-2.76, Synergy_Loewe=-2.21, Synergy_HSA=-2.17. (4) Drug 1: CC1=C(C(CCC1)(C)C)C=CC(=CC=CC(=CC(=O)O)C)C. Drug 2: CC1=C(C(=O)C2=C(C1=O)N3CC4C(C3(C2COC(=O)N)OC)N4)N. Cell line: HCT116. Synergy scores: CSS=45.4, Synergy_ZIP=0.724, Synergy_Bliss=-0.235, Synergy_Loewe=-16.9, Synergy_HSA=2.03. (5) Drug 1: CC1=C2C(C(=O)C3(C(CC4C(C3C(C(C2(C)C)(CC1OC(=O)C(C(C5=CC=CC=C5)NC(=O)OC(C)(C)C)O)O)OC(=O)C6=CC=CC=C6)(CO4)OC(=O)C)O)C)O. Drug 2: CC1CCC2CC(C(=CC=CC=CC(CC(C(=O)C(C(C(=CC(C(=O)CC(OC(=O)C3CCCCN3C(=O)C(=O)C1(O2)O)C(C)CC4CCC(C(C4)OC)OCCO)C)C)O)OC)C)C)C)OC. Cell line: SNB-19. Synergy scores: CSS=11.6, Synergy_ZIP=-2.88, Synergy_Bliss=5.79, Synergy_Loewe=5.40, Synergy_HSA=6.85. (6) Drug 1: CCCCC(=O)OCC(=O)C1(CC(C2=C(C1)C(=C3C(=C2O)C(=O)C4=C(C3=O)C=CC=C4OC)O)OC5CC(C(C(O5)C)O)NC(=O)C(F)(F)F)O. Drug 2: C1C(C(OC1N2C=NC3=C2NC=NCC3O)CO)O. Cell line: SF-268. Synergy scores: CSS=31.1, Synergy_ZIP=-10.1, Synergy_Bliss=-10.2, Synergy_Loewe=-13.0, Synergy_HSA=-10.8.